Predict the reactants needed to synthesize the given product. From a dataset of Full USPTO retrosynthesis dataset with 1.9M reactions from patents (1976-2016). Given the product [CH3:12][C:13]1[CH:18]=[C:17]([CH3:19])[N:16]=[C:15]([N:20]2[CH2:21][CH2:22][N:23]([C:2]3[CH:3]=[CH:4][C:5]([N+:9]([O-:11])=[O:10])=[C:6]([CH3:8])[CH:7]=3)[CH2:24][CH2:25]2)[CH:14]=1, predict the reactants needed to synthesize it. The reactants are: Cl[C:2]1[CH:3]=[CH:4][C:5]([N+:9]([O-:11])=[O:10])=[C:6]([CH3:8])[CH:7]=1.[CH3:12][C:13]1[CH:18]=[C:17]([CH3:19])[N:16]=[C:15]([N:20]2[CH2:25][CH2:24][NH:23][CH2:22][CH2:21]2)[CH:14]=1.C(=O)([O-])[O-].[K+].[K+].